From a dataset of Full USPTO retrosynthesis dataset with 1.9M reactions from patents (1976-2016). Predict the reactants needed to synthesize the given product. Given the product [Cl:1][C:2]1[CH:26]=[CH:25][C:24]([C:27]([F:30])([F:28])[F:29])=[CH:23][C:3]=1[CH2:4][CH:5]1[CH2:13][C:12]2[C:7](=[CH:8][C:9]([O:20][CH3:21])=[C:10]([N:14]3[CH2:19][CH2:18][O:17][CH2:16][CH2:15]3)[CH:11]=2)[C:6]1=[O:22], predict the reactants needed to synthesize it. The reactants are: [Cl:1][C:2]1[CH:26]=[CH:25][C:24]([C:27]([F:30])([F:29])[F:28])=[CH:23][C:3]=1/[CH:4]=[C:5]1/[C:6](=[O:22])[C:7]2[C:12]([CH2:13]/1)=[CH:11][C:10]([N:14]1[CH2:19][CH2:18][O:17][CH2:16][CH2:15]1)=[C:9]([O:20][CH3:21])[CH:8]=2.